The task is: Regression. Given two drug SMILES strings and cell line genomic features, predict the synergy score measuring deviation from expected non-interaction effect.. This data is from NCI-60 drug combinations with 297,098 pairs across 59 cell lines. (1) Drug 1: C1=CC(=CC=C1CC(C(=O)O)N)N(CCCl)CCCl.Cl. Drug 2: CC(C)CN1C=NC2=C1C3=CC=CC=C3N=C2N. Synergy scores: CSS=-2.71, Synergy_ZIP=1.77, Synergy_Bliss=2.35, Synergy_Loewe=-1.57, Synergy_HSA=-1.90. Cell line: A498. (2) Drug 1: C1=C(C(=O)NC(=O)N1)F. Drug 2: C(CCl)NC(=O)N(CCCl)N=O. Cell line: CAKI-1. Synergy scores: CSS=31.0, Synergy_ZIP=5.17, Synergy_Bliss=8.19, Synergy_Loewe=2.68, Synergy_HSA=8.48. (3) Drug 1: C1=C(C(=O)NC(=O)N1)N(CCCl)CCCl. Drug 2: C1=CC=C(C=C1)NC(=O)CCCCCCC(=O)NO. Cell line: COLO 205. Synergy scores: CSS=49.1, Synergy_ZIP=6.58, Synergy_Bliss=7.45, Synergy_Loewe=10.2, Synergy_HSA=10.6. (4) Drug 1: C1=CC=C(C(=C1)C(C2=CC=C(C=C2)Cl)C(Cl)Cl)Cl. Drug 2: CCC1(C2=C(COC1=O)C(=O)N3CC4=CC5=C(C=CC(=C5CN(C)C)O)N=C4C3=C2)O.Cl. Cell line: HT29. Synergy scores: CSS=27.3, Synergy_ZIP=2.84, Synergy_Bliss=4.67, Synergy_Loewe=-42.9, Synergy_HSA=0.561. (5) Drug 1: CC1C(C(CC(O1)OC2CC(CC3=C2C(=C4C(=C3O)C(=O)C5=C(C4=O)C(=CC=C5)OC)O)(C(=O)C)O)N)O.Cl. Drug 2: C1=C(C(=O)NC(=O)N1)F. Cell line: HS 578T. Synergy scores: CSS=50.6, Synergy_ZIP=7.37, Synergy_Bliss=7.99, Synergy_Loewe=10.6, Synergy_HSA=11.0. (6) Drug 1: CCCS(=O)(=O)NC1=C(C(=C(C=C1)F)C(=O)C2=CNC3=C2C=C(C=N3)C4=CC=C(C=C4)Cl)F. Drug 2: CNC(=O)C1=CC=CC=C1SC2=CC3=C(C=C2)C(=NN3)C=CC4=CC=CC=N4. Synergy scores: CSS=7.39, Synergy_ZIP=7.27, Synergy_Bliss=13.4, Synergy_Loewe=9.13, Synergy_HSA=9.35. Cell line: DU-145. (7) Drug 1: CS(=O)(=O)CCNCC1=CC=C(O1)C2=CC3=C(C=C2)N=CN=C3NC4=CC(=C(C=C4)OCC5=CC(=CC=C5)F)Cl. Drug 2: C#CCC(CC1=CN=C2C(=N1)C(=NC(=N2)N)N)C3=CC=C(C=C3)C(=O)NC(CCC(=O)O)C(=O)O. Cell line: U251. Synergy scores: CSS=44.9, Synergy_ZIP=-0.245, Synergy_Bliss=-1.31, Synergy_Loewe=-13.8, Synergy_HSA=0.251. (8) Drug 1: C1CC(C1)(C(=O)O)C(=O)O.[NH2-].[NH2-].[Pt+2]. Drug 2: CN(CCCl)CCCl.Cl. Cell line: RXF 393. Synergy scores: CSS=5.72, Synergy_ZIP=-0.493, Synergy_Bliss=2.57, Synergy_Loewe=-6.23, Synergy_HSA=1.88.